Dataset: Catalyst prediction with 721,799 reactions and 888 catalyst types from USPTO. Task: Predict which catalyst facilitates the given reaction. (1) Reactant: Cl.[Cl:2][C:3]1[CH:4]=[CH:5][C:6]([O:29][CH2:30][CH:31]([CH3:33])[CH3:32])=[C:7]([CH2:9][N:10]2[C:14]([CH3:15])=[CH:13][C:12]([NH:16][C:17]([C:19]3[CH:20]=[C:21]4[C:26](=[CH:27][CH:28]=3)[CH2:25][NH:24][CH2:23][CH2:22]4)=[O:18])=[N:11]2)[CH:8]=1.[C:34](O)(=O)[CH3:35].C(=O)C.C(O[BH-](OC(=O)C)OC(=O)C)(=O)C.[Na+]. Product: [ClH:2].[Cl:2][C:3]1[CH:4]=[CH:5][C:6]([O:29][CH2:30][CH:31]([CH3:33])[CH3:32])=[C:7]([CH2:9][N:10]2[C:14]([CH3:15])=[CH:13][C:12]([NH:16][C:17]([C:19]3[CH:20]=[C:21]4[C:26](=[CH:27][CH:28]=3)[CH2:25][N:24]([CH2:34][CH3:35])[CH2:23][CH2:22]4)=[O:18])=[N:11]2)[CH:8]=1. The catalyst class is: 4. (2) Reactant: [C:1]([O:5][C@@H:6]([C:12]1[C:13]([CH3:44])=[N:14][C:15]([CH3:43])=[C:16]([C:26]2[CH:31]=[CH:30][C:29]([O:32][CH2:33][CH2:34][C:35]3[CH:40]=[CH:39][C:38]([F:41])=[C:37]([CH3:42])[CH:36]=3)=[CH:28][CH:27]=2)[C:17]=1[N:18]1[CH2:23][CH2:22][C:21]([CH3:25])([CH3:24])[CH2:20][CH2:19]1)[C:7]([O:9]CC)=[O:8])([CH3:4])([CH3:3])[CH3:2].[Li+].[OH-]. Product: [C:1]([O:5][C@@H:6]([C:12]1[C:13]([CH3:44])=[N:14][C:15]([CH3:43])=[C:16]([C:26]2[CH:27]=[CH:28][C:29]([O:32][CH2:33][CH2:34][C:35]3[CH:40]=[CH:39][C:38]([F:41])=[C:37]([CH3:42])[CH:36]=3)=[CH:30][CH:31]=2)[C:17]=1[N:18]1[CH2:23][CH2:22][C:21]([CH3:25])([CH3:24])[CH2:20][CH2:19]1)[C:7]([OH:9])=[O:8])([CH3:4])([CH3:3])[CH3:2]. The catalyst class is: 88. (3) Reactant: [CH:1]1([NH:4][C:5]([NH:7][C:8]2[CH:13]=[CH:12][C:11]([O:14][C:15]3[CH:20]=[CH:19][N:18]=[C:17]4[CH:21]=[C:22]([C:24]5[CH:29]=[CH:28][C:27]([CH:30]=O)=[CH:26][N:25]=5)[S:23][C:16]=34)=[C:10]([F:32])[CH:9]=2)=[O:6])[CH2:3][CH2:2]1.[O:33]1[CH2:38][CH2:37][N:36]([CH2:39][CH2:40][O:41][C:42]2[CH:48]=[CH:47][C:45]([NH2:46])=[CH:44][CH:43]=2)[CH2:35][CH2:34]1.C([Sn](Cl)(Cl)CCCC)CCC.C1([SiH3])C=CC=CC=1. Product: [CH:1]1([NH:4][C:5]([NH:7][C:8]2[CH:13]=[CH:12][C:11]([O:14][C:15]3[CH:20]=[CH:19][N:18]=[C:17]4[CH:21]=[C:22]([C:24]5[CH:29]=[CH:28][C:27]([CH2:30][NH:46][C:45]6[CH:47]=[CH:48][C:42]([O:41][CH2:40][CH2:39][N:36]7[CH2:35][CH2:34][O:33][CH2:38][CH2:37]7)=[CH:43][CH:44]=6)=[CH:26][N:25]=5)[S:23][C:16]=34)=[C:10]([F:32])[CH:9]=2)=[O:6])[CH2:3][CH2:2]1. The catalyst class is: 163.